This data is from Full USPTO retrosynthesis dataset with 1.9M reactions from patents (1976-2016). The task is: Predict the reactants needed to synthesize the given product. (1) Given the product [Br:52][C:47]1[CH:48]=[CH:49][CH:50]=[CH:51][C:46]=1[CH2:45][O:44][C:43]([N:16]1[CH2:17][CH2:18][C:19]2[C:24](=[CH:23][CH:22]=[CH:21][CH:20]=2)[CH:15]1[C:9]1[CH:10]=[C:11]([Cl:14])[CH:12]=[CH:13][C:8]=1[O:7][CH2:6][C:5]([O:4][CH2:2][CH3:3])=[O:25])=[O:42], predict the reactants needed to synthesize it. The reactants are: Cl.[CH2:2]([O:4][C:5](=[O:25])[CH2:6][O:7][C:8]1[CH:13]=[CH:12][C:11]([Cl:14])=[CH:10][C:9]=1[CH:15]1[C:24]2[C:19](=[CH:20][CH:21]=[CH:22][CH:23]=2)[CH2:18][CH2:17][NH:16]1)[CH3:3].CCN(C(C)C)C(C)C.O=C1CCC(=O)N1[O:42][C:43](=O)[O:44][CH2:45][C:46]1[CH:51]=[CH:50][CH:49]=[CH:48][C:47]=1[Br:52]. (2) Given the product [Br:15][C:12]1[CH:13]=[CH:14][C:9]([CH2:8][CH2:7][CH2:6][N:19]2[CH2:18][CH2:17][N:16]([C:22]([O:24][C:25]([CH3:28])([CH3:27])[CH3:26])=[O:23])[CH2:21][CH2:20]2)=[CH:10][CH:11]=1, predict the reactants needed to synthesize it. The reactants are: CS(O[CH2:6][CH2:7][CH2:8][C:9]1[CH:14]=[CH:13][C:12]([Br:15])=[CH:11][CH:10]=1)(=O)=O.[N:16]1([C:22]([O:24][C:25]([CH3:28])([CH3:27])[CH3:26])=[O:23])[CH2:21][CH2:20][NH:19][CH2:18][CH2:17]1.C(N(CC)CC)C.